This data is from Merck oncology drug combination screen with 23,052 pairs across 39 cell lines. The task is: Regression. Given two drug SMILES strings and cell line genomic features, predict the synergy score measuring deviation from expected non-interaction effect. (1) Drug 1: COC1CC2CCC(C)C(O)(O2)C(=O)C(=O)N2CCCCC2C(=O)OC(C(C)CC2CCC(OP(C)(C)=O)C(OC)C2)CC(=O)C(C)C=C(C)C(O)C(OC)C(=O)C(C)CC(C)C=CC=CC=C1C. Drug 2: CCc1c2c(nc3ccc(O)cc13)-c1cc3c(c(=O)n1C2)COC(=O)C3(O)CC. Cell line: A2058. Synergy scores: synergy=13.4. (2) Drug 2: COC1CC2CCC(C)C(O)(O2)C(=O)C(=O)N2CCCCC2C(=O)OC(C(C)CC2CCC(OP(C)(C)=O)C(OC)C2)CC(=O)C(C)C=C(C)C(O)C(OC)C(=O)C(C)CC(C)C=CC=CC=C1C. Cell line: HCT116. Synergy scores: synergy=-2.78. Drug 1: COc1cccc2c1C(=O)c1c(O)c3c(c(O)c1C2=O)CC(O)(C(=O)CO)CC3OC1CC(N)C(O)C(C)O1. (3) Drug 1: CCC1=CC2CN(C1)Cc1c([nH]c3ccccc13)C(C(=O)OC)(c1cc3c(cc1OC)N(C)C1C(O)(C(=O)OC)C(OC(C)=O)C4(CC)C=CCN5CCC31C54)C2. Drug 2: Cc1nc(Nc2ncc(C(=O)Nc3c(C)cccc3Cl)s2)cc(N2CCN(CCO)CC2)n1. Cell line: PA1. Synergy scores: synergy=-5.17.